Dataset: Catalyst prediction with 721,799 reactions and 888 catalyst types from USPTO. Task: Predict which catalyst facilitates the given reaction. (1) Reactant: Cl[C:2]1[N:7]=[C:6]([C:8]2[CH:20]=[CH:19][C:11]3[N:12]=[C:13]([NH:15][C:16](=[O:18])[CH3:17])[S:14][C:10]=3[CH:9]=2)[CH:5]=[CH:4][N:3]=1.[N:21]1([NH2:27])[CH2:26][CH2:25][CH2:24][CH2:23][CH2:22]1. Product: [N:21]1([NH:27][C:2]2[N:7]=[C:6]([C:8]3[CH:20]=[CH:19][C:11]4[N:12]=[C:13]([NH:15][C:16](=[O:18])[CH3:17])[S:14][C:10]=4[CH:9]=3)[CH:5]=[CH:4][N:3]=2)[CH2:26][CH2:25][CH2:24][CH2:23][CH2:22]1. The catalyst class is: 16. (2) Reactant: [C:1](#[N:3])[CH3:2].C([Li])CCC.C([O:11][C:12](=O)[C:13]1[CH:18]=[CH:17][CH:16]=[CH:15][C:14]=1[O:19][CH3:20])C.[OH-].[Na+]. Product: [CH3:20][O:19][C:14]1[CH:15]=[CH:16][CH:17]=[CH:18][C:13]=1[C:12](=[O:11])[CH2:2][C:1]#[N:3]. The catalyst class is: 1. (3) Reactant: [CH3:1][O:2][C:3](=[O:16])[CH2:4][N:5]1[C:13]2[C:8](=[CH:9][C:10]([F:14])=[CH:11][CH:12]=2)[CH:7]=[C:6]1[CH3:15].[Na+].[CH:18]([C:20]1[CH:25]=[CH:24][CH:23]=[CH:22][C:21]=1[S:26]([O-:29])(=[O:28])=[O:27])=O.C([SiH](CC)CC)C.FC(F)(F)C(O)=O. Product: [CH3:1][O:2][C:3](=[O:16])[CH2:4][N:5]1[C:13]2[C:8](=[CH:9][C:10]([F:14])=[CH:11][CH:12]=2)[C:7]([CH2:18][C:20]2[CH:25]=[CH:24][CH:23]=[CH:22][C:21]=2[S:26]([OH:29])(=[O:28])=[O:27])=[C:6]1[CH3:15]. The catalyst class is: 26.